From a dataset of Reaction yield outcomes from USPTO patents with 853,638 reactions. Predict the reaction yield, written as a fraction of the theoretical maximum amount of product (1.0 means a 100% yield; for example, 0.34 means a 34% yield). (1) The reactants are [C:1]([N:4]1[C:13]2[C:8](=[CH:9][C:10]([C:14]3[CH:21]=[CH:20][C:17]([CH:18]=O)=[CH:16][CH:15]=3)=[CH:11][CH:12]=2)[C@@H:7]([NH:22][C:23]2[CH:28]=[CH:27][CH:26]=[CH:25][CH:24]=2)[CH2:6][C@H:5]1[CH2:29][CH3:30])(=[O:3])[CH3:2].[NH:31]1[CH2:36][CH2:35][CH2:34][CH2:33][CH2:32]1.[C:37]([OH:40])(=[O:39])C.C(O[BH-](OC(=O)C)OC(=O)C)(=O)C.[Na+]. The catalyst is ClCCl. The product is [CH:37]([OH:40])=[O:39].[C:1]([N:4]1[C:13]2[C:8](=[CH:9][C:10]([C:14]3[CH:21]=[CH:20][C:17]([CH2:18][N:31]4[CH2:36][CH2:35][CH2:34][CH2:33][CH2:32]4)=[CH:16][CH:15]=3)=[CH:11][CH:12]=2)[C@H:7]([NH:22][C:23]2[CH:28]=[CH:27][CH:26]=[CH:25][CH:24]=2)[CH2:6][C@@H:5]1[CH2:29][CH3:30])(=[O:3])[CH3:2]. The yield is 0.230. (2) The reactants are C([O:3][C:4]([CH:6]1[CH2:11][CH2:10][N:9]([C:12]2[CH:13]=[C:14]([S:18][C:19]3[CH:24]=[CH:23][C:22](/[CH:25]=[CH:26]/[C:27](O)=[O:28])=[C:21]([Cl:30])[C:20]=3[Cl:31])[CH:15]=[CH:16][CH:17]=2)[CH2:8][CH2:7]1)=[O:5])C.[OH:32][CH:33]1[CH2:38][CH2:37][NH:36][CH2:35][CH2:34]1.CN(C)CCCN=C=NCC.C1C=CC2N(O)N=NC=2C=1.C(N(CC)CC)C.O.[OH-].[Li+]. The catalyst is CN(C=O)C.O.C(OCC)(=O)C. The product is [C:4]([CH:6]1[CH2:11][CH2:10][N:9]([C:12]2[CH:13]=[C:14]([S:18][C:19]3[CH:24]=[CH:23][C:22](/[CH:25]=[CH:26]/[C:27]([N:36]4[CH2:37][CH2:38][CH:33]([OH:32])[CH2:34][CH2:35]4)=[O:28])=[C:21]([Cl:30])[C:20]=3[Cl:31])[CH:15]=[CH:16][CH:17]=2)[CH2:8][CH2:7]1)([OH:3])=[O:5]. The yield is 0.550.